Dataset: Full USPTO retrosynthesis dataset with 1.9M reactions from patents (1976-2016). Task: Predict the reactants needed to synthesize the given product. (1) Given the product [NH2:28][C:29]([C:32]1[CH:33]=[CH:34][C:35]([C:38]2[C:39]([C:40]#[N:41])=[CH:44][N:20]=[C:18]([NH:17][C:9]3[CH:10]=[C:11]([O:15][CH3:16])[C:12]([O:13][CH3:14])=[C:7]([O:6][CH3:5])[CH:8]=3)[N:19]=2)=[CH:36][CH:37]=1)([CH3:31])[CH3:30].[C:21]([O:25][C:26]([NH:28][C:29]([C:32]1[CH:37]=[CH:36][C:35]([C:38]2[C:39]([C:40]#[N:41])=[CH:44][N:20]=[C:18]([NH:17][C:9]3[CH:10]=[C:11]([O:15][CH3:16])[C:12]([O:13][CH3:14])=[C:7]([O:6][CH3:5])[CH:8]=3)[N:19]=2)=[CH:34][CH:33]=1)([CH3:31])[CH3:30])=[O:27])([CH3:23])([CH3:22])[CH3:24], predict the reactants needed to synthesize it. The reactants are: [N+]([O-])([O-])=O.[CH3:5][O:6][C:7]1[CH:8]=[C:9]([NH:17][C:18]([NH2:20])=[NH2+:19])[CH:10]=[C:11]([O:15][CH3:16])[C:12]=1[O:13][CH3:14].[C:21]([O:25][C:26]([NH:28][C:29]([C:32]1[CH:37]=[CH:36][C:35]([C:38](=O)[C:39]([C:44]#N)=[CH:40][N:41](C)C)=[CH:34][CH:33]=1)([CH3:31])[CH3:30])=[O:27])([CH3:24])([CH3:23])[CH3:22].[OH-].[Na+].C(OCC)(=O)C. (2) Given the product [C:5]1([C:4]([N:11]2[CH2:12][CH2:13][NH:14][CH2:15][CH2:16]2)=[CH:3][C:1]#[N:2])[CH:10]=[CH:9][CH:8]=[CH:7][CH:6]=1, predict the reactants needed to synthesize it. The reactants are: [C:1]([CH:3]=[C:4]([N:11]1[CH2:16][CH2:15][N:14](C(OC(C)(C)C)=O)[CH2:13][CH2:12]1)[C:5]1[CH:10]=[CH:9][CH:8]=[CH:7][CH:6]=1)#[N:2]. (3) Given the product [CH3:38][S:39]([N:19]1[CH2:20][CH2:21][C:15]2[N:14]=[C:13]([C:11]3[S:12][C:8]4[C:7]([N:23]5[CH2:24][CH2:25][O:26][CH2:27][CH2:28]5)=[CH:6][CH:5]=[C:4]([O:3][CH3:2])[C:9]=4[N:10]=3)[NH:22][C:16]=2[CH2:17][CH2:18]1)(=[O:41])=[O:40], predict the reactants needed to synthesize it. The reactants are: Cl.[CH3:2][O:3][C:4]1[C:9]2[N:10]=[C:11]([C:13]3[NH:22][C:16]4[CH2:17][CH2:18][NH:19][CH2:20][CH2:21][C:15]=4[N:14]=3)[S:12][C:8]=2[C:7]([N:23]2[CH2:28][CH2:27][O:26][CH2:25][CH2:24]2)=[CH:6][CH:5]=1.C(N(C(C)C)C(C)C)C.[CH3:38][S:39](Cl)(=[O:41])=[O:40]. (4) Given the product [CH2:1]([O:3][C:4](=[O:18])[CH:5]([O:15][CH2:16][CH3:17])[CH2:6][C:7]1[CH:12]=[CH:11][C:10]([O:13][CH2:20][C:21]2[N:22]=[C:23]([C:27]3[CH:28]=[CH:29][C:30]([CH2:33][CH3:34])=[CH:31][CH:32]=3)[O:24][C:25]=2[CH3:26])=[CH:9][C:8]=1[CH3:14])[CH3:2], predict the reactants needed to synthesize it. The reactants are: [CH2:1]([O:3][C:4](=[O:18])[CH:5]([O:15][CH2:16][CH3:17])[CH2:6][C:7]1[CH:12]=[CH:11][C:10]([OH:13])=[CH:9][C:8]=1[CH3:14])[CH3:2].Cl[CH2:20][C:21]1[N:22]=[C:23]([C:27]2[CH:32]=[CH:31][C:30]([CH2:33][CH3:34])=[CH:29][CH:28]=2)[O:24][C:25]=1[CH3:26].C(=O)([O-])[O-].[K+].[K+].[I-].[K+].